Dataset: Peptide-MHC class I binding affinity with 185,985 pairs from IEDB/IMGT. Task: Regression. Given a peptide amino acid sequence and an MHC pseudo amino acid sequence, predict their binding affinity value. This is MHC class I binding data. The peptide sequence is ILRSIEGEL. The MHC is HLA-B08:01 with pseudo-sequence HLA-B08:01. The binding affinity (normalized) is 0.